From a dataset of NCI-60 drug combinations with 297,098 pairs across 59 cell lines. Regression. Given two drug SMILES strings and cell line genomic features, predict the synergy score measuring deviation from expected non-interaction effect. (1) Drug 1: CC1C(C(CC(O1)OC2CC(OC(C2O)C)OC3=CC4=CC5=C(C(=O)C(C(C5)C(C(=O)C(C(C)O)O)OC)OC6CC(C(C(O6)C)O)OC7CC(C(C(O7)C)O)OC8CC(C(C(O8)C)O)(C)O)C(=C4C(=C3C)O)O)O)O. Drug 2: C(=O)(N)NO. Cell line: SN12C. Synergy scores: CSS=45.4, Synergy_ZIP=0.226, Synergy_Bliss=1.91, Synergy_Loewe=-22.1, Synergy_HSA=1.30. (2) Synergy scores: CSS=50.0, Synergy_ZIP=-3.26, Synergy_Bliss=-3.53, Synergy_Loewe=-5.15, Synergy_HSA=1.30. Cell line: K-562. Drug 2: CN(C(=O)NC(C=O)C(C(C(CO)O)O)O)N=O. Drug 1: C1=CC(=C2C(=C1NCCNCCO)C(=O)C3=C(C=CC(=C3C2=O)O)O)NCCNCCO. (3) Drug 1: C1=CC(=CC=C1C#N)C(C2=CC=C(C=C2)C#N)N3C=NC=N3. Drug 2: CN1C(=O)N2C=NC(=C2N=N1)C(=O)N. Cell line: SNB-19. Synergy scores: CSS=0.357, Synergy_ZIP=2.76, Synergy_Bliss=5.89, Synergy_Loewe=-1.01, Synergy_HSA=-0.491. (4) Drug 1: COC1=NC(=NC2=C1N=CN2C3C(C(C(O3)CO)O)O)N. Drug 2: N.N.Cl[Pt+2]Cl. Cell line: EKVX. Synergy scores: CSS=17.1, Synergy_ZIP=-5.59, Synergy_Bliss=-2.90, Synergy_Loewe=-7.59, Synergy_HSA=-0.381. (5) Drug 1: COC1=C(C=C2C(=C1)N=CN=C2NC3=CC(=C(C=C3)F)Cl)OCCCN4CCOCC4. Drug 2: C1=CC=C(C=C1)NC(=O)CCCCCCC(=O)NO. Cell line: RPMI-8226. Synergy scores: CSS=26.2, Synergy_ZIP=-4.08, Synergy_Bliss=-3.62, Synergy_Loewe=-4.73, Synergy_HSA=-1.24. (6) Drug 1: C1CC(C1)(C(=O)O)C(=O)O.[NH2-].[NH2-].[Pt+2]. Drug 2: CC1=C(C(=O)C2=C(C1=O)N3CC4C(C3(C2COC(=O)N)OC)N4)N. Cell line: ACHN. Synergy scores: CSS=53.5, Synergy_ZIP=-3.34, Synergy_Bliss=1.88, Synergy_Loewe=-12.9, Synergy_HSA=0.896.